From a dataset of HIV replication inhibition screening data with 41,000+ compounds from the AIDS Antiviral Screen. Binary Classification. Given a drug SMILES string, predict its activity (active/inactive) in a high-throughput screening assay against a specified biological target. (1) The compound is CN1CCC(OC(=O)C(O)(C#Cc2ccccc2)c2ccccc2)CC1. The result is 0 (inactive). (2) The drug is O=C1CSC(c2ccc(Cl)cc2Cl)N1c1ccc(Oc2ccc(Cl)cc2)c(Cl)c1. The result is 0 (inactive). (3) The compound is O=C(N=C1OC(CN2CCOCC2)CN1C(=O)Nc1ccccc1)Nc1ccccc1. The result is 0 (inactive). (4) The result is 0 (inactive). The compound is OCC1OC(n2cnc3c(Cl)nc(Nc4ccc(Cl)c(Cl)c4)nc32)CC1O. (5) The molecule is Cn1cc(N)cc1C(=O)Nc1cc(C(=O)Nc2ccc3cc(S(=O)(=O)O)cc(S(=O)(=O)O)c3c2)n(C)c1.[KH]. The result is 1 (active). (6) The molecule is OC1CSc2nc3ccccc3n2C1. The result is 0 (inactive). (7) The molecule is C1CSCCSCCSCCSCCS1. The result is 0 (inactive).